Task: Predict which catalyst facilitates the given reaction.. Dataset: Catalyst prediction with 721,799 reactions and 888 catalyst types from USPTO (1) Reactant: [CH2:1]([NH:8][C:9]1[N:17]=[CH:16][N:15]=[C:14]2[C:10]=1[N:11]=[C:12](Br)[N:13]2[C@@H:18]1[O:24][C@H:23]([CH2:25][OH:26])[C@@H:21]([OH:22])[C@H:19]1[OH:20])[C:2]1[CH:7]=[CH:6][CH:5]=[CH:4][CH:3]=1.[NH2:28][CH2:29][CH2:30][CH2:31][NH2:32]. Product: [NH2:28][CH2:29][CH2:30][CH2:31][NH:32][C:12]1[N:13]([C@@H:18]2[O:24][C@H:23]([CH2:25][OH:26])[C@@H:21]([OH:22])[C@H:19]2[OH:20])[C:14]2[C:10]([N:11]=1)=[C:9]([NH:8][CH2:1][C:2]1[CH:7]=[CH:6][CH:5]=[CH:4][CH:3]=1)[N:17]=[CH:16][N:15]=2. The catalyst class is: 41. (2) Reactant: [CH2:1]([O:3][C:4]([N:6]1[C:14]2[C:9](=[CH:10][CH:11]=[CH:12][CH:13]=2)[C:8](=[O:15])[N:7]1[CH2:16][CH2:17][CH2:18][S:19][C:20]1[N:24]([CH2:25][C:26]([O:28]C(C)(C)C)=[O:27])[C:23]2[CH:33]=[CH:34][CH:35]=[CH:36][C:22]=2[N:21]=1)=[O:5])[CH3:2]. Product: [CH2:1]([O:3][C:4]([N:6]1[C:14]2[C:9](=[CH:10][CH:11]=[CH:12][CH:13]=2)[C:8](=[O:15])[N:7]1[CH2:16][CH2:17][CH2:18][S:19][C:20]1[N:24]([CH2:25][C:26]([OH:28])=[O:27])[C:23]2[CH:33]=[CH:34][CH:35]=[CH:36][C:22]=2[N:21]=1)=[O:5])[CH3:2]. The catalyst class is: 631. (3) Reactant: [NH:1]1[C:9]2[C:4](=[CH:5][CH:6]=[CH:7][CH:8]=2)[C:3](/[CH:10]=[CH:11]/[C:12]2[CH:17]=[CH:16][CH:15]=[CH:14][C:13]=2[NH2:18])=[N:2]1.CO[CH:21]1[CH2:25][CH:24]([CH:26]=O)[CH:23](OC)[O:22]1.O. Product: [NH:1]1[C:9]2[C:4](=[CH:5][CH:6]=[CH:7][CH:8]=2)[C:3](/[CH:10]=[CH:11]/[C:12]2[CH:17]=[CH:16][CH:15]=[CH:14][C:13]=2[N:18]2[CH:21]=[CH:25][C:24]([CH:23]=[O:22])=[CH:26]2)=[N:2]1. The catalyst class is: 15. (4) Reactant: Cl.[F:2][C:3]1[CH:8]=[C:7]([C:9]([F:12])([F:11])[F:10])[CH:6]=[CH:5][C:4]=1[CH:13]1[CH2:18][CH:17]([C:19]([O:21][CH3:22])=[O:20])[CH2:16][CH2:15][NH:14]1.CCN(C(C)C)C(C)C.[C:32](Cl)(=[O:35])[O:33][CH3:34]. Product: [F:2][C:3]1[CH:8]=[C:7]([C:9]([F:12])([F:10])[F:11])[CH:6]=[CH:5][C:4]=1[CH:13]1[CH2:18][CH:17]([C:19]([O:21][CH3:22])=[O:20])[CH2:16][CH2:15][N:14]1[C:32]([O:33][CH3:34])=[O:35]. The catalyst class is: 2. (5) Reactant: Cl.[NH2:2][C:3]1[N:7]=[CH:6][NH:5][N:4]=1.[C:8]1([CH2:14][CH2:15][C:16](O)=[O:17])[CH:13]=[CH:12][CH:11]=[CH:10][CH:9]=1.ON1C2C=CC=CC=2N=N1.CN(C)CCCN=C=NCC.C(N(CC)CC)C. Product: [C:8]1([CH2:14][CH2:15][C:16]([NH:2][C:3]2[N:7]=[CH:6][NH:5][N:4]=2)=[O:17])[CH:13]=[CH:12][CH:11]=[CH:10][CH:9]=1. The catalyst class is: 18. (6) Reactant: [F:1][C:2]([F:14])([F:13])[C:3]1[C:7]([C:8]([O:10][CH2:11][CH3:12])=[O:9])=[CH:6][NH:5][N:4]=1.[H-].[Na+].Br[CH2:18][C:19]([O:21][C:22]([CH3:25])([CH3:24])[CH3:23])=[O:20]. Product: [CH2:11]([O:10][C:8]([C:7]1[C:3]([C:2]([F:1])([F:13])[F:14])=[N:4][N:5]([CH2:18][C:19]([O:21][C:22]([CH3:25])([CH3:24])[CH3:23])=[O:20])[CH:6]=1)=[O:9])[CH3:12]. The catalyst class is: 35.